This data is from CYP2D6 inhibition data for predicting drug metabolism from PubChem BioAssay. The task is: Regression/Classification. Given a drug SMILES string, predict its absorption, distribution, metabolism, or excretion properties. Task type varies by dataset: regression for continuous measurements (e.g., permeability, clearance, half-life) or binary classification for categorical outcomes (e.g., BBB penetration, CYP inhibition). Dataset: cyp2d6_veith. (1) The compound is COc1cc(/C=N/NC(=O)c2cccnc2)ccc1OC(=O)c1ccco1. The result is 0 (non-inhibitor). (2) The drug is Cc1ccccc1N1C(=O)CN(C(C)(C)C)C(=O)C1c1ccc(N(C)C)cc1. The result is 0 (non-inhibitor). (3) The molecule is CC1=NC(C)(C)Cc2ccccc21.O=C(O)c1ccccc1O. The result is 1 (inhibitor). (4) The compound is CN1[C@H]2CC[C@@H]1CC(O)C2. The result is 0 (non-inhibitor).